This data is from Forward reaction prediction with 1.9M reactions from USPTO patents (1976-2016). The task is: Predict the product of the given reaction. Given the reactants [C:1]([O:5][C:6](=[O:33])[NH:7][C@@H:8]([CH2:22][CH:23]1[C:28](=[O:29])[O:27][C:26]([CH3:31])([CH3:30])[O:25][C:24]1=[O:32])[CH2:9][C:10]1[CH:15]=[CH:14][C:13]([C:16]2[CH:21]=[CH:20][CH:19]=[CH:18][CH:17]=2)=[CH:12][CH:11]=1)([CH3:4])([CH3:3])[CH3:2].[C:34]([O-])([O-])=O.[K+].[K+].CI.[Na+].[Cl-], predict the reaction product. The product is: [C:1]([O:5][C:6](=[O:33])[NH:7][C@@H:8]([CH2:22][C:23]1([CH3:34])[C:28](=[O:29])[O:27][C:26]([CH3:31])([CH3:30])[O:25][C:24]1=[O:32])[CH2:9][C:10]1[CH:11]=[CH:12][C:13]([C:16]2[CH:21]=[CH:20][CH:19]=[CH:18][CH:17]=2)=[CH:14][CH:15]=1)([CH3:4])([CH3:2])[CH3:3].